From a dataset of Catalyst prediction with 721,799 reactions and 888 catalyst types from USPTO. Predict which catalyst facilitates the given reaction. (1) Reactant: Cl[C:2]1[CH:3]=[C:4]([C:12]([OH:14])=O)[C:5]([I:11])=[C:6]([CH:10]=1)C(O)=O.O=S(Cl)Cl.Cl[C:20]1[CH:21]=[C:22](C(Cl)=O)[C:23](I)=[C:24]([CH:28]=1)[C:25](Cl)=[O:26].[C:33]1(CCCCCCCCCCCC)[CH:38]=[CH:37][CH:36]=[CH:35][CH:34]=1.[Al+3].[Cl-:52].[Cl-].[Cl-]. Product: [Cl:52][C:6]1[CH:10]=[CH:2][C:3]([C:25](=[O:26])[C:24]2[CH:28]=[CH:20][CH:21]=[CH:22][CH:23]=2)=[C:4]([C:12](=[O:14])[C:33]2[CH:38]=[CH:37][CH:36]=[CH:35][CH:34]=2)[C:5]=1[I:11]. The catalyst class is: 4. (2) Reactant: [F:1][C:2]1[CH:7]=[CH:6][C:5]([C:8](=O)[CH2:9][C:10]([CH:12]2[CH2:17][CH2:16][N:15]([C:18]([O:20][C:21]([CH3:24])([CH3:23])[CH3:22])=[O:19])[CH2:14][CH2:13]2)=O)=[CH:4][CH:3]=1.[CH3:26][NH:27][NH2:28]. Product: [F:1][C:2]1[CH:7]=[CH:6][C:5]([C:8]2[CH:9]=[C:10]([CH:12]3[CH2:17][CH2:16][N:15]([C:18]([O:20][C:21]([CH3:24])([CH3:23])[CH3:22])=[O:19])[CH2:14][CH2:13]3)[N:27]([CH3:26])[N:28]=2)=[CH:4][CH:3]=1. The catalyst class is: 5.